From a dataset of Experimentally validated miRNA-target interactions with 360,000+ pairs, plus equal number of negative samples. Binary Classification. Given a miRNA mature sequence and a target amino acid sequence, predict their likelihood of interaction. (1) The miRNA is mmu-miR-365-3p with sequence UAAUGCCCCUAAAAAUCCUUAU. The protein sequence of the target gene is MVQSTVTVNGVKVASTHPQSAHISIHIHQKSALEQLLGAVGSLKKFLSWPQARIHYGQLSLGVTQILLGLVSCALGVCLYFGPWTELCAFGCAFWSGSVAILAGVGTIVHEKRQGKLSGQVSCLLLLACIATAAAATVLGVNSLIRQTSVPYYVEIFSTCNPLQSSMDPGYGTVRYSDDSDWKTERCREYLNMMMNLFLAFCIMLTVVCILEIVVSVASLGLSLRSMYGRSSQALNEEESERKLLDGHPAPASPAKEKIPAIL. Result: 0 (no interaction). (2) The miRNA is hsa-miR-181b-5p with sequence AACAUUCAUUGCUGUCGGUGGGU. The protein sequence of the target gene is MVLGKVKSLTISFDCLNDSNVPVYSSGDTVSGRVNLEVTGEIRVKSLKIHARGHAKVRWTESRNAGSNTAYTQNYTEEVEYFNHKDILIGHERDDDNSEEGFHTIHSGRHEYAFSFELPQTPLATSFEGRHGSVRYWVKAELHRPWLLPVKLKKEFTVFEHIDINTPSLLSPQAGTKEKTLCCWFCTSGPISLSAKIERKGYTPGESIQIFAEIENCSSRMVVPKAAIYQTQAFYAKGKMKEVKQLVANLRGESLSSGKTETWNGKLLKIPPVSPSILDCSIIRVEYSLMVYVDIPGAMD.... Result: 1 (interaction). (3) The miRNA is hsa-miR-663a with sequence AGGCGGGGCGCCGCGGGACCGC. The protein sequence of the target gene is MSPPLCPLLLLAVGLRLAGTLNPSDPNTCSFWESFTTTTKESHSRPFSLLPSEPCERPWEGPHTCPQPTVVYRTVYRQVVKTDHRQRLQCCHGFYESRGFCVPLCAQECVHGRCVAPNQCQCVPGWRGDDCSSECAPGMWGPQCDKPCSCGNNSSCDPKSGVCSCPSGLQPPNCLQPCTPGYYGPACQFRCQCHGAPCDPQTGACFCPAERTGPSCDVSCSQGTSGFFCPSTHSCQNGGVFQTPQGSCSCPPGWMGTICSLPCPEGFHGPNCSQECRCHNGGLCDRFTGQCRCAPGYTGD.... Result: 0 (no interaction). (4) The miRNA is hsa-miR-500b-5p with sequence AAUCCUUGCUACCUGGGU. The protein sequence of the target gene is MTQKGSMKPVKKKKTEEPELEPLCCCEYIDRNGEKNHVATCLCDCQDLDEGCDRWITCKSLQPETCERIMDTISDRLRIPWLRGAKKVNISIIPPLVLLPVFLHVASWHFLLGVVVLTSLPVLALWYYYLTHRRKEQTLFFLSLGLFSLGYMYYVFLQEVVPKGRVGPVQLAVLTCGLFLILLALHRAKKNPGYLSNPASGDRSLSSSQLECLSRKGQEKTKGFPGADMSGSLNNRTTKDDPKGSSKMPAGSPTKAKEDWCAKCQLVRPARAWHCRICGICVRRMDHHCVWINSCVGESN.... Result: 0 (no interaction).